This data is from Full USPTO retrosynthesis dataset with 1.9M reactions from patents (1976-2016). The task is: Predict the reactants needed to synthesize the given product. (1) Given the product [Cl:2][C:3]1[CH:4]=[C:5]([C:9]2[C:18]3[C:13](=[CH:14][CH:15]=[C:16]([C:19]([C:27]4[CH:32]=[CH:31][C:30]([Cl:33])=[CH:29][N:28]=4)([NH:45][CH:42]4[CH2:44][CH2:43]4)[C:20]4[N:21]([CH3:25])[CH:22]=[N:23][CH:24]=4)[CH:17]=3)[N:12]([CH3:34])[C:11](=[O:35])[CH:10]=2)[CH:6]=[CH:7][CH:8]=1, predict the reactants needed to synthesize it. The reactants are: [Cl-].[Cl:2][C:3]1[CH:4]=[C:5]([C:9]2[C:18]3[C:13](=[CH:14][CH:15]=[C:16]([C:19]([C:27]4[CH:32]=[CH:31][C:30]([Cl:33])=[CH:29][N:28]=4)(O)[C:20]4[N:21]([CH3:25])[CH:22]=[N:23][CH:24]=4)[CH:17]=3)[N:12]([CH3:34])[C:11](=[O:35])[CH:10]=2)[CH:6]=[CH:7][CH:8]=1.C(=O)([O-])[O-].[K+].[K+].[CH:42]1([NH2:45])[CH2:44][CH2:43]1. (2) Given the product [CH3:1][O:2][C:3](=[O:37])[C@@H:4]([NH:14][C:15]([C:17]1[C:22]([CH3:23])=[N:21][C:20]([NH:24][CH2:25][CH2:26][CH2:27][C:28]2[CH:33]=[C:32]([OH:34])[CH:31]=[CH:30][C:29]=2[F:35])=[N:19][C:18]=1[CH3:36])=[O:16])[CH2:5][NH:6][C:7]([C:46]1[S:45][CH:49]=[CH:48][CH:47]=1)=[O:9], predict the reactants needed to synthesize it. The reactants are: [CH3:1][O:2][C:3](=[O:37])[C@@H:4]([NH:14][C:15]([C:17]1[C:18]([CH3:36])=[N:19][C:20]([NH:24][CH2:25][CH2:26][CH2:27][C:28]2[CH:33]=[C:32]([OH:34])[CH:31]=[CH:30][C:29]=2[F:35])=[N:21][C:22]=1[CH3:23])=[O:16])[CH2:5][NH:6][C:7]([O:9]C(C)(C)C)=O.C(N(CC)CC)C.[S:45]1[CH:49]=[CH:48][CH:47]=[C:46]1C(O)=O.CN(C(ON1N=NC2C=CC=CC1=2)=[N+](C)C)C.F[P-](F)(F)(F)(F)F.C1C=CC2N(O)N=NC=2C=1. (3) Given the product [C:2]([CH2:4][NH:5][C:6]([C@@H:8]1[CH2:12][C@@H:11]([S:13]([C:16]2[CH:21]=[CH:20][CH:19]=[CH:18][C:17]=2[Cl:22])(=[O:14])=[O:15])[CH2:10][N:9]1[C:26](=[O:27])[CH2:25][O:24][CH3:23])=[O:7])#[N:3], predict the reactants needed to synthesize it. The reactants are: Cl.[C:2]([CH2:4][NH:5][C:6]([C@@H:8]1[CH2:12][C@@H:11]([S:13]([C:16]2[CH:21]=[CH:20][CH:19]=[CH:18][C:17]=2[Cl:22])(=[O:15])=[O:14])[CH2:10][NH:9]1)=[O:7])#[N:3].[CH3:23][O:24][CH2:25][C:26](O)=[O:27]. (4) Given the product [NH2:15][C:13]1[N:12]=[C:11]2[C:7]([N:8]=[CH:9][N:10]2[CH2:24][CH2:23][C:22]([O:26][CH3:27])=[O:25])=[C:6]([C:2]2[O:1][CH:5]=[CH:4][CH:3]=2)[N:14]=1, predict the reactants needed to synthesize it. The reactants are: [O:1]1[CH:5]=[CH:4][CH:3]=[C:2]1[C:6]1[NH:14][C:13]([NH2:15])=[N:12][C:11]2[C:7]=1[N:8]=[CH:9][N:10]=2.C([O-])([O-])=O.[K+].[K+].[C:22]([O:26][CH3:27])(=[O:25])[CH:23]=[CH2:24]. (5) The reactants are: [CH2:1]([NH:4][C:5]1[CH:12]=[CH:11][C:8]([C:9]#[N:10])=[CH:7][C:6]=1[NH2:13])[CH:2]=[CH2:3].[N:14]([O-])=O.[Na+]. Given the product [CH2:1]([N:4]1[C:5]2[CH:12]=[CH:11][C:8]([C:9]#[N:10])=[CH:7][C:6]=2[N:13]=[N:14]1)[CH:2]=[CH2:3], predict the reactants needed to synthesize it.